Dataset: Reaction yield outcomes from USPTO patents with 853,638 reactions. Task: Predict the reaction yield, written as a fraction of the theoretical maximum amount of product (1.0 means a 100% yield; for example, 0.34 means a 34% yield). The reactants are [CH3:1][O:2][C:3]1([C:10]2[CH:47]=[CH:46][C:45]([C:48]([F:51])([F:50])[F:49])=[CH:44][C:11]=2[CH2:12][N:13]([CH2:29][C:30]2[CH:35]=[C:34]([C:36]([F:39])([F:38])[F:37])[CH:33]=[C:32]([C:40]([F:43])([F:42])[F:41])[CH:31]=2)[C:14]2[N:15]=[N:16][N:17]([CH2:19][CH2:20][O:21][Si](C(C)(C)C)(C)C)[N:18]=2)[CH2:9][CH2:8][CH2:7][CH2:6][CH2:5][CH2:4]1.[F-].C([N+](CCCC)(CCCC)CCCC)CCC. The catalyst is CC1CCCO1. The product is [CH3:1][O:2][C:3]1([C:10]2[CH:47]=[CH:46][C:45]([C:48]([F:51])([F:49])[F:50])=[CH:44][C:11]=2[CH2:12][N:13]([CH2:29][C:30]2[CH:35]=[C:34]([C:36]([F:37])([F:38])[F:39])[CH:33]=[C:32]([C:40]([F:42])([F:41])[F:43])[CH:31]=2)[C:14]2[N:15]=[N:16][N:17]([CH2:19][CH2:20][OH:21])[N:18]=2)[CH2:4][CH2:5][CH2:6][CH2:7][CH2:8][CH2:9]1. The yield is 0.950.